This data is from Forward reaction prediction with 1.9M reactions from USPTO patents (1976-2016). The task is: Predict the product of the given reaction. Given the reactants [F:1][C:2]1[CH:7]=[C:6]([F:8])[CH:5]=[CH:4][C:3]=1[C:9]1[N:10]=[N:11][N:12]([CH:14]2[CH2:18][NH:17][CH:16]([C:19]([N:21]3[CH2:26][CH2:25][N:24]([C:27]4[CH:34]=[CH:33][CH:32]=[CH:31][C:28]=4[C:29]#[N:30])[CH2:23][CH2:22]3)=[O:20])[CH2:15]2)[N:13]=1.[Cl:35][C:36]1[CH:37]=[C:38]([CH:41]=[CH:42][CH:43]=1)[CH:39]=O, predict the reaction product. The product is: [Cl:35][C:36]1[CH:37]=[C:38]([CH:41]=[CH:42][CH:43]=1)[CH2:39][N:17]1[CH2:18][C@@H:14]([N:12]2[N:11]=[N:10][C:9]([C:3]3[CH:4]=[CH:5][C:6]([F:8])=[CH:7][C:2]=3[F:1])=[N:13]2)[CH2:15][C@H:16]1[C:19]([N:21]1[CH2:22][CH2:23][N:24]([C:27]2[CH:34]=[CH:33][CH:32]=[CH:31][C:28]=2[C:29]#[N:30])[CH2:25][CH2:26]1)=[O:20].